This data is from Forward reaction prediction with 1.9M reactions from USPTO patents (1976-2016). The task is: Predict the product of the given reaction. (1) Given the reactants [CH2:1]([C@@H:8]([C@@H:15]([OH:22])[C:16]([O:18]C(C)C)=[O:17])[C:9]([O:11]C(C)C)=[O:10])[C:2]1[CH:7]=[CH:6][CH:5]=[CH:4][CH:3]=1.[OH-].[K+], predict the reaction product. The product is: [CH2:1]([C@H:8]([C@H:15]([OH:22])[C:16]([OH:18])=[O:17])[C:9]([OH:11])=[O:10])[C:2]1[CH:3]=[CH:4][CH:5]=[CH:6][CH:7]=1. (2) Given the reactants Br[C:2]1[CH:3]=[C:4]2[C:9](=[CH:10][CH:11]=1)[N:8]([C:12](=[O:14])[CH3:13])[C@@H:7]([CH3:15])[CH2:6][N:5]2[C:16]([CH:18]1[CH2:20][CH2:19]1)=[O:17].C1(C(N2C3C(=CC([C:36]4[CH:37]=[N:38][NH:39][CH:40]=4)=CC=3)N(C(OC(C)C)=O)C[C@@H]2C)=O)CC1, predict the reaction product. The product is: [CH:18]1([C:16]([N:5]2[C:4]3[C:9](=[CH:10][CH:11]=[C:2]([C:36]4[CH:37]=[N:38][NH:39][CH:40]=4)[CH:3]=3)[N:8]([C:12](=[O:14])[CH3:13])[C@@H:7]([CH3:15])[CH2:6]2)=[O:17])[CH2:20][CH2:19]1. (3) Given the reactants [CH3:1][O:2][C:3]1[CH:4]=[CH:5][C:6]2[N:14]3[C:9]([CH2:10][CH2:11][CH2:12][CH2:13]3)=[C:8]([CH:15]=[CH:16][N+:17]([O-:19])=[O:18])[C:7]=2[N:20]=1.C(Cl)(Cl)Cl.[BH4-].[Na+].C(O)(=O)C, predict the reaction product. The product is: [CH3:1][O:2][C:3]1[CH:4]=[CH:5][C:6]2[N:14]3[C:9]([CH2:10][CH2:11][CH2:12][CH2:13]3)=[C:8]([CH2:15][CH2:16][N+:17]([O-:19])=[O:18])[C:7]=2[N:20]=1.